Dataset: Reaction yield outcomes from USPTO patents with 853,638 reactions. Task: Predict the reaction yield, written as a fraction of the theoretical maximum amount of product (1.0 means a 100% yield; for example, 0.34 means a 34% yield). (1) The reactants are [I:1][C:2]1[CH:9]=[CH:8][C:5]([CH2:6]Br)=[CH:4][CH:3]=1.[H-].[Na+].[F:12][C:13]([F:22])([F:21])[CH2:14][CH2:15][CH:16]([C:19]#[N:20])[C:17]#[N:18].Cl. The catalyst is CN(C)C=O. The product is [I:1][C:2]1[CH:9]=[CH:8][C:5]([CH2:6][C:16]([CH2:15][CH2:14][C:13]([F:12])([F:21])[F:22])([C:17]#[N:18])[C:19]#[N:20])=[CH:4][CH:3]=1. The yield is 0.220. (2) The reactants are [S:1]1[CH:5]=[CH:4][N:3]=[CH:2]1.[C:6]([O:10][C:11]([N:13]1[CH2:17][CH2:16][CH2:15][C@H:14]1[CH2:18][O:19][C:20]1[CH:25]=[CH:24][C:23]([CH2:26][C:27]2[CH:32]=[CH:31][C:30](I)=[CH:29][CH:28]=2)=[CH:22][CH:21]=1)=[O:12])([CH3:9])([CH3:8])[CH3:7]. No catalyst specified. The product is [C:6]([O:10][C:11]([N:13]1[CH2:17][CH2:16][CH2:15][C@H:14]1[CH2:18][O:19][C:20]1[CH:21]=[CH:22][C:23]([CH2:26][C:27]2[CH:28]=[CH:29][C:30]([C:2]3[S:1][CH:5]=[CH:4][N:3]=3)=[CH:31][CH:32]=2)=[CH:24][CH:25]=1)=[O:12])([CH3:9])([CH3:7])[CH3:8]. The yield is 0.860. (3) The reactants are CN(C)/[CH:3]=[CH:4]/[C:5]1[C:6]([N+:19]([O-])=O)=[CH:7][C:8]([N+:16]([O-])=O)=[C:9]([CH:15]=1)[C:10]([O:12][CH2:13][CH3:14])=[O:11].[H][H]. The catalyst is [Ni].CCO. The product is [NH2:16][C:8]1[CH:7]=[C:6]2[C:5]([CH:4]=[CH:3][NH:19]2)=[CH:15][C:9]=1[C:10]([O:12][CH2:13][CH3:14])=[O:11]. The yield is 0.300.